This data is from CYP1A2 inhibition data for predicting drug metabolism from PubChem BioAssay. The task is: Regression/Classification. Given a drug SMILES string, predict its absorption, distribution, metabolism, or excretion properties. Task type varies by dataset: regression for continuous measurements (e.g., permeability, clearance, half-life) or binary classification for categorical outcomes (e.g., BBB penetration, CYP inhibition). Dataset: cyp1a2_veith. (1) The result is 0 (non-inhibitor). The drug is COc1ccc(N(C)C(=O)c2ccc3nc(-c4ccccc4)c(-c4ccccc4)nc3c2)cc1. (2) The molecule is COc1cc(S(C)=O)ccc1-c1nc2ncccc2[nH]1. The result is 1 (inhibitor). (3) The molecule is O=c1c(-c2cc(F)cc(F)c2)nc2cnc(Oc3ccccc3)nc2n1C1CC1. The result is 1 (inhibitor). (4) The compound is COc1ccc(C(=O)n2nc(-c3ccccc3)nc2SC)cc1. The result is 1 (inhibitor). (5) The drug is CCCCOC(OCCCC)[C@H](O)CSc1ccc2ccccc2c1. The result is 0 (non-inhibitor). (6) The drug is Cc1ccc(S(=O)(=O)NCC2CCC(C(=O)O)CC2)cc1. The result is 0 (non-inhibitor). (7) The molecule is Cc1ccc(C(C(=O)NC2CCCCC2)N2CCN(C(=O)c3ccco3)CC2)cc1. The result is 0 (non-inhibitor). (8) The molecule is CC(CO)Nc1nc(SCc2ccccc2)nc2sc3c(c12)CCC3. The result is 1 (inhibitor).